From a dataset of NCI-60 drug combinations with 297,098 pairs across 59 cell lines. Regression. Given two drug SMILES strings and cell line genomic features, predict the synergy score measuring deviation from expected non-interaction effect. (1) Drug 1: C1CC(C1)(C(=O)O)C(=O)O.[NH2-].[NH2-].[Pt+2]. Drug 2: CN(CCCl)CCCl.Cl. Cell line: SN12C. Synergy scores: CSS=18.9, Synergy_ZIP=-1.76, Synergy_Bliss=-0.407, Synergy_Loewe=-9.58, Synergy_HSA=-0.271. (2) Drug 1: CNC(=O)C1=CC=CC=C1SC2=CC3=C(C=C2)C(=NN3)C=CC4=CC=CC=N4. Drug 2: CCC1(CC2CC(C3=C(CCN(C2)C1)C4=CC=CC=C4N3)(C5=C(C=C6C(=C5)C78CCN9C7C(C=CC9)(C(C(C8N6C)(C(=O)OC)O)OC(=O)C)CC)OC)C(=O)OC)O.OS(=O)(=O)O. Cell line: UACC-257. Synergy scores: CSS=30.0, Synergy_ZIP=-4.72, Synergy_Bliss=-0.341, Synergy_Loewe=-22.1, Synergy_HSA=-0.952. (3) Drug 1: CC1=C(C=C(C=C1)NC2=NC=CC(=N2)N(C)C3=CC4=NN(C(=C4C=C3)C)C)S(=O)(=O)N.Cl. Drug 2: CC(C1=C(C=CC(=C1Cl)F)Cl)OC2=C(N=CC(=C2)C3=CN(N=C3)C4CCNCC4)N. Cell line: NCI-H460. Synergy scores: CSS=2.24, Synergy_ZIP=1.04, Synergy_Bliss=1.03, Synergy_Loewe=-8.77, Synergy_HSA=-1.98. (4) Drug 1: C1=CC(=CC=C1CCCC(=O)O)N(CCCl)CCCl. Drug 2: C1C(C(OC1N2C=NC3=C(N=C(N=C32)Cl)N)CO)O. Cell line: HOP-92. Synergy scores: CSS=38.3, Synergy_ZIP=-13.3, Synergy_Bliss=-9.61, Synergy_Loewe=-5.76, Synergy_HSA=-3.67. (5) Drug 1: CN(C)N=NC1=C(NC=N1)C(=O)N. Drug 2: CC1CCC2CC(C(=CC=CC=CC(CC(C(=O)C(C(C(=CC(C(=O)CC(OC(=O)C3CCCCN3C(=O)C(=O)C1(O2)O)C(C)CC4CCC(C(C4)OC)O)C)C)O)OC)C)C)C)OC. Cell line: OVCAR3. Synergy scores: CSS=11.6, Synergy_ZIP=-9.54, Synergy_Bliss=-6.61, Synergy_Loewe=-14.8, Synergy_HSA=-5.03. (6) Drug 1: CC1=C2C(C(=O)C3(C(CC4C(C3C(C(C2(C)C)(CC1OC(=O)C(C(C5=CC=CC=C5)NC(=O)C6=CC=CC=C6)O)O)OC(=O)C7=CC=CC=C7)(CO4)OC(=O)C)O)C)OC(=O)C. Drug 2: CC(C)(C#N)C1=CC(=CC(=C1)CN2C=NC=N2)C(C)(C)C#N. Cell line: SK-MEL-5. Synergy scores: CSS=4.58, Synergy_ZIP=6.51, Synergy_Bliss=0.489, Synergy_Loewe=0.271, Synergy_HSA=-1.76.